From a dataset of Forward reaction prediction with 1.9M reactions from USPTO patents (1976-2016). Predict the product of the given reaction. The product is: [Br:1][C:2]1[CH:15]=[CH:14][C:13]2[N:12]([S:16]([C:19]3[CH:20]=[CH:21][C:22]([OH:25])=[CH:23][CH:24]=3)(=[O:18])=[O:17])[CH:11]([CH3:27])[C:10]3[C:5](=[CH:6][CH:7]=[CH:8][CH:9]=3)[C:4]=2[CH:3]=1. Given the reactants [Br:1][C:2]1[CH:15]=[CH:14][C:13]2[N:12]([S:16]([C:19]3[CH:24]=[CH:23][C:22]([O:25]C)=[CH:21][CH:20]=3)(=[O:18])=[O:17])[CH:11]([CH3:27])[C:10]3[C:5](=[CH:6][CH:7]=[CH:8][CH:9]=3)[C:4]=2[CH:3]=1.C1CCCCC=1.B(Br)(Br)Br.ClCCl, predict the reaction product.